From a dataset of Experimentally validated miRNA-target interactions with 360,000+ pairs, plus equal number of negative samples. Binary Classification. Given a miRNA mature sequence and a target amino acid sequence, predict their likelihood of interaction. (1) The miRNA is hsa-miR-642a-5p with sequence GUCCCUCUCCAAAUGUGUCUUG. The protein sequence of the target gene is MDSPPKLTGETLIVHHIPLVHCQVPDRQCCGGAGGGGGSTRPNPFCPPELGITQPDQDLGQADSLLFSSLHSTPGGTARSIDSTKSRSRDGRGPGAPKRHNPFLLQEGVGEPGLGDLYDDSIGDSATQQSFHLHGTGQPNFHLSSFQLPPSGPRVGRPWGTTRSRAGVVEGQEQEPVMTLDTQQCGTSHCCRPELEAETMELDECGGPGGSGSGGGASDTSGFSFDQEWKLSSDESPRNPGCSGSGDQHCRCSSTSSQSEAADQSMGYVSDSSCNSSDGVLVTFSTLYNKMHGTPRANLN.... Result: 1 (interaction). (2) The miRNA is hsa-miR-4524a-5p with sequence AUAGCAGCAUGAACCUGUCUCA. The protein sequence of the target gene is MRSPATGVPLPTPPPPLLLLLLLLLPPPLLGDQVGPCRSLGSRGRGSSGACAPMGWLCPSSASNLWLYTSRCRDAGTELTGHLVPHHDGLRVWCPESEAHIPLPPAPEGCPWSCRLLGIGGHLSPQGKLTLPEEHPCLKAPRLRCQSCKLAQAPGLRAGERSPEESLGGRRKRNVNTAPQFQPPSYQATVPENQPAGTPVASLRAIDPDEGEAGRLEYTMDALFDSRSNQFFSLDPVTGAVTTAEELDRETKSTHVFRVTAQDHGMPRRSALATLTILVTDTNDHDPVFEQQEYKESLRE.... Result: 0 (no interaction).